This data is from Forward reaction prediction with 1.9M reactions from USPTO patents (1976-2016). The task is: Predict the product of the given reaction. (1) The product is: [C:29]([C:26]1[NH:25][C:24]([C:22]([NH:21][C:9]2[CH:10]=[CH:11][C:12]([C:14]3([O:20][CH2:33][C:32]([OH:36])=[O:35])[CH2:19][CH2:18][O:17][CH2:16][CH2:15]3)=[CH:13][C:8]=2[C:5]2[CH2:6][CH2:7][C:2]([CH3:31])([CH3:1])[CH2:3][CH:4]=2)=[O:23])=[N:28][CH:27]=1)#[N:30]. Given the reactants [CH3:1][C:2]1([CH3:31])[CH2:7][CH2:6][C:5]([C:8]2[CH:13]=[C:12]([C:14]3([OH:20])[CH2:19][CH2:18][O:17][CH2:16][CH2:15]3)[CH:11]=[CH:10][C:9]=2[NH:21][C:22]([C:24]2[NH:25][C:26]([C:29]#[N:30])=[CH:27][N:28]=2)=[O:23])=[CH:4][CH2:3]1.[C:32]([O:36]C)(=[O:35])[CH2:33]O.C(O)(C(F)(F)F)=O.[OH-].[K+], predict the reaction product. (2) The product is: [CH3:1][C:2]1[CH:7]=[C:6]([C:8]2([C:11]([OH:18])=[O:13])[CH2:10][CH2:9]2)[CH:5]=[CH:4][N:3]=1. Given the reactants [CH3:1][C:2]1[CH:7]=[C:6]([C:8]2([C:11]#N)[CH2:10][CH2:9]2)[CH:5]=[CH:4][N:3]=1.[OH-:13].[Na+].Cl.C(O)C[OH:18], predict the reaction product.